Dataset: Full USPTO retrosynthesis dataset with 1.9M reactions from patents (1976-2016). Task: Predict the reactants needed to synthesize the given product. (1) Given the product [CH3:1][C:2]1[N:3]=[C:4]([C:12]2[CH:17]=[CH:16][CH:15]=[C:14]([C:18]([F:21])([F:19])[F:20])[CH:13]=2)[S:5][C:6]=1[CH2:7][OH:8], predict the reactants needed to synthesize it. The reactants are: [CH3:1][C:2]1[N:3]=[C:4]([C:12]2[CH:17]=[CH:16][CH:15]=[C:14]([C:18]([F:21])([F:20])[F:19])[CH:13]=2)[S:5][C:6]=1[C:7](OCC)=[O:8].[Cl-].[Ca+2].[Cl-].[BH4-].[Na+].Cl. (2) Given the product [Cl:1][C:2]1[C:3]([N:15]2[CH2:20][CH2:19][CH:18]([C:21]([OH:23])=[O:22])[CH2:17][CH2:16]2)=[N:4][C:5]([CH3:13])=[C:6]([C:7]([O:9][CH2:10][CH3:11])=[O:8])[CH:12]=1, predict the reactants needed to synthesize it. The reactants are: [Cl:1][C:2]1[C:3](Cl)=[N:4][C:5]([CH3:13])=[C:6]([CH:12]=1)[C:7]([O:9][CH2:10][CH3:11])=[O:8].[NH:15]1[CH2:20][CH2:19][CH:18]([C:21]([OH:23])=[O:22])[CH2:17][CH2:16]1.O. (3) Given the product [NH2:1][CH2:7][CH:5]([OH:6])[CH2:4][C:3]([F:9])([F:8])[F:2], predict the reactants needed to synthesize it. The reactants are: [NH3:1].[F:2][C:3]([F:9])([F:8])[CH2:4][CH:5]1[CH2:7][O:6]1. (4) Given the product [CH2:1]([O:3][C:4](=[O:20])[CH2:5][CH2:6][CH:7]1[CH2:8][CH2:9][N:10]([C:13]([O:15][C:16]([CH3:19])([CH3:18])[CH3:17])=[O:14])[CH2:11][CH2:12]1)[CH3:2], predict the reactants needed to synthesize it. The reactants are: [CH2:1]([O:3][C:4](=[O:20])[CH:5]=[CH:6][CH:7]1[CH2:12][CH2:11][N:10]([C:13]([O:15][C:16]([CH3:19])([CH3:18])[CH3:17])=[O:14])[CH2:9][CH2:8]1)[CH3:2].[H][H]. (5) Given the product [NH2:2][C:3]1[C:4]2[C:14]([O:15][CH2:16][C:17]([NH:20][C:32](=[O:33])[C:31]3[CH:35]=[CH:36][N:37]=[C:29]([N:25]4[CH:26]=[CH:27][N:28]=[C:24]4[CH2:21][CH2:22][CH3:23])[CH:30]=3)([CH3:18])[CH3:19])=[CH:13][CH:12]=[CH:11][C:5]=2[NH:6][S:7](=[O:10])(=[O:9])[N:8]=1, predict the reactants needed to synthesize it. The reactants are: Cl.[NH2:2][C:3]1[C:4]2[C:14]([O:15][CH2:16][C:17]([NH2:20])([CH3:19])[CH3:18])=[CH:13][CH:12]=[CH:11][C:5]=2[NH:6][S:7](=[O:10])(=[O:9])[N:8]=1.[CH2:21]([C:24]1[N:25]([C:29]2[CH:30]=[C:31]([CH:35]=[CH:36][N:37]=2)[C:32](O)=[O:33])[CH:26]=[CH:27][N:28]=1)[CH2:22][CH3:23]. (6) Given the product [CH3:17][S:18]([O:1][CH2:2][C@H:3]1[CH2:8][CH2:7][CH2:6][CH2:5][C@@H:4]1[NH:9][C:10](=[O:16])[O:11][C:12]([CH3:13])([CH3:15])[CH3:14])(=[O:20])=[O:19], predict the reactants needed to synthesize it. The reactants are: [OH:1][CH2:2][C@H:3]1[CH2:8][CH2:7][CH2:6][CH2:5][C@@H:4]1[NH:9][C:10](=[O:16])[O:11][C:12]([CH3:15])([CH3:14])[CH3:13].[CH3:17][S:18](Cl)(=[O:20])=[O:19].C(N(CC)CC)C.